This data is from Full USPTO retrosynthesis dataset with 1.9M reactions from patents (1976-2016). The task is: Predict the reactants needed to synthesize the given product. (1) Given the product [CH2:41]([O:30][C:11]1[C:10]2[C:15](=[N:16][CH:17]=[C:8]([C:5]3[CH:4]=[CH:3][C:2]([F:1])=[CH:7][CH:6]=3)[N:9]=2)[N:14]=[C:13]([NH:18][CH2:19][C:20]2[CH:25]=[CH:24][C:23]([S:26]([NH2:29])(=[O:27])=[O:28])=[CH:22][CH:21]=2)[N:12]=1)[CH3:42], predict the reactants needed to synthesize it. The reactants are: [F:1][C:2]1[CH:7]=[CH:6][C:5]([C:8]2[N:9]=[C:10]3[C:15](=[N:16][CH:17]=2)[N:14]=[C:13]([NH:18][CH2:19][C:20]2[CH:25]=[CH:24][C:23]([S:26]([NH2:29])(=[O:28])=[O:27])=[CH:22][CH:21]=2)[NH:12][C:11]3=[O:30])=[CH:4][CH:3]=1.F[P-](F)(F)(F)(F)F.N1(O[P+](N(C)C)(N(C)C)N(C)C)[C:42]2C=CC=C[C:41]=2N=N1.CCN(C(C)C)C(C)C.[O-]CC.[Na+]. (2) Given the product [Cl:16][C:17]1[CH:22]=[C:21]([C:23]2([C:25]([F:28])([F:27])[F:26])[O:15][N:14]=[C:2]([C:3]3[CH:12]=[CH:11][C:6]([C:7]([O:9][CH3:10])=[O:8])=[C:5]([CH3:13])[CH:4]=3)[CH2:24]2)[CH:20]=[C:19]([Cl:29])[C:18]=1[Cl:30], predict the reactants needed to synthesize it. The reactants are: Cl[C:2](=[N:14][OH:15])[C:3]1[CH:12]=[CH:11][C:6]([C:7]([O:9][CH3:10])=[O:8])=[C:5]([CH3:13])[CH:4]=1.[Cl:16][C:17]1[CH:22]=[C:21]([C:23]([C:25]([F:28])([F:27])[F:26])=[CH2:24])[CH:20]=[C:19]([Cl:29])[C:18]=1[Cl:30].CCN(CC)CC.CC(=O)OCC. (3) Given the product [CH:1]([N:14]1[CH2:18][CH2:17][CH:16]([CH2:19][NH:20][C:35](=[O:36])[CH2:34][N:27]([C:21]2[CH:26]=[CH:25][CH:24]=[CH:23][CH:22]=2)[C:28]2[CH:33]=[CH:32][CH:31]=[CH:30][CH:29]=2)[CH2:15]1)([C:8]1[CH:13]=[CH:12][CH:11]=[CH:10][CH:9]=1)[C:2]1[CH:3]=[CH:4][CH:5]=[CH:6][CH:7]=1, predict the reactants needed to synthesize it. The reactants are: [CH:1]([N:14]1[CH2:18][CH2:17][CH:16]([CH2:19][NH2:20])[CH2:15]1)([C:8]1[CH:13]=[CH:12][CH:11]=[CH:10][CH:9]=1)[C:2]1[CH:7]=[CH:6][CH:5]=[CH:4][CH:3]=1.[C:21]1([N:27]([CH2:34][C:35](O)=[O:36])[C:28]2[CH:33]=[CH:32][CH:31]=[CH:30][CH:29]=2)[CH:26]=[CH:25][CH:24]=[CH:23][CH:22]=1.C(Cl)CCl. (4) The reactants are: [F:1][C:2]1[CH:25]=[CH:24][CH:23]=[C:22]([C:26]([F:29])([F:28])[F:27])[C:3]=1[C:4]([NH:6][C:7]1[S:18][C:10]2[C:11]([CH3:17])([CH3:16])[O:12][C:13]([CH3:15])([CH3:14])[C:9]=2[C:8]=1[C:19]([OH:21])=O)=[O:5].[OH:30][C@@H:31]([CH3:34])[CH2:32][NH2:33]. Given the product [F:1][C:2]1[CH:25]=[CH:24][CH:23]=[C:22]([C:26]([F:28])([F:29])[F:27])[C:3]=1[C:4]([NH:6][C:7]1[S:18][C:10]2[C:11]([CH3:16])([CH3:17])[O:12][C:13]([CH3:15])([CH3:14])[C:9]=2[C:8]=1[C:19]([NH:33][CH2:32][C@@H:31]([OH:30])[CH3:34])=[O:21])=[O:5], predict the reactants needed to synthesize it. (5) Given the product [CH:1]1[N:5]2[C:6]3[CH:14]=[CH:13][CH:12]=[CH:11][C:7]=3[CH2:8][CH2:9][CH2:10][C:4]2=[C:3]([CH2:15][CH:16]2[CH2:21][CH2:20][CH2:19][N:18]([C:22]([O:24][C:25]([CH3:27])([CH3:26])[CH3:28])=[O:23])[C:17]2=[O:29])[N:2]=1, predict the reactants needed to synthesize it. The reactants are: [CH:1]1[N:5]2[C:6]3[CH:14]=[CH:13][CH:12]=[CH:11][C:7]=3[CH2:8][CH2:9][CH2:10][C:4]2=[C:3](/[CH:15]=[C:16]2/[C:17](=[O:29])[N:18]([C:22]([O:24][C:25]([CH3:28])([CH3:27])[CH3:26])=[O:23])[CH2:19][CH2:20][CH2:21]/2)[N:2]=1. (6) Given the product [Cl:1][C:2]1[CH:3]=[C:4]([CH2:12][NH2:18])[C:5]2[C:10]([CH:11]=1)=[CH:9][CH:8]=[CH:7][CH:6]=2, predict the reactants needed to synthesize it. The reactants are: [Cl:1][C:2]1[CH:3]=[C:4]([CH:12]=O)[C:5]2[C:10]([CH:11]=1)=[CH:9][CH:8]=[CH:7][CH:6]=2.C[Si]([N-:18][Si](C)(C)C)(C)C.[Li+].[H-].[Al+3].[Li+].[H-].[H-].[H-]. (7) Given the product [F:23][C:24]1[CH:25]=[C:26]([CH:41]([CH3:43])[CH3:42])[C:27]2[C:28]([S:12][C:13]3[C:22]4[C:17](=[CH:18][CH:19]=[CH:20][CH:21]=4)[CH:16]=[CH:15][CH:14]=3)=[C:29]3[CH:35]([CH2:36][C:37]([OH:39])=[O:38])[CH2:34][CH2:33][N:30]3[C:31]=2[CH:32]=1, predict the reactants needed to synthesize it. The reactants are: [C:13]1([S:12][S:12][C:13]2[C:22]3[C:17](=[CH:18][CH:19]=[CH:20][CH:21]=3)[CH:16]=[CH:15][CH:14]=2)[C:22]2[C:17](=[CH:18][CH:19]=[CH:20][CH:21]=2)[CH:16]=[CH:15][CH:14]=1.[F:23][C:24]1[CH:25]=[C:26]([C:41]([CH3:43])=[CH2:42])[C:27]2[CH:28]=[C:29]3[CH:35]([CH2:36][C:37]([O:39]C)=[O:38])[CH2:34][CH2:33][N:30]3[C:31]=2[CH:32]=1. (8) Given the product [ClH:15].[C:3]([C:5]1[CH:6]=[C:7]2[C:11](=[CH:12][CH:13]=1)[NH:10][C:9]([OH:14])=[C:8]2[C:16]1[CH:30]=[CH:29][C:19]([C:20]([N:22]([CH2:24][CH2:25][N:26]([CH3:27])[CH3:28])[CH3:23])=[O:21])=[CH:18][N:17]=1)#[N:4], predict the reactants needed to synthesize it. The reactants are: [H-].[Na+].[C:3]([C:5]1[CH:6]=[C:7]2[C:11](=[CH:12][CH:13]=1)[NH:10][C:9](=[O:14])[CH2:8]2)#[N:4].[Cl:15][C:16]1[CH:30]=[CH:29][C:19]([C:20]([N:22]([CH2:24][CH2:25][N:26]([CH3:28])[CH3:27])[CH3:23])=[O:21])=[CH:18][N:17]=1. (9) Given the product [Cl:15][C:16]1[CH:17]=[C:18]([CH:32]=[C:33]([O:36][CH:37]2[CH2:42][CH2:41][CH2:40][CH2:39][CH2:38]2)[C:34]=1[O:35][CH:43]1[CH2:48][CH2:47][CH2:46][CH2:45][CH2:44]1)[C:19]([NH:21][C:22]1[CH:23]=[CH:24][C:25]([C:26]([O:28][CH3:29])=[O:27])=[CH:30][CH:31]=1)=[O:20], predict the reactants needed to synthesize it. The reactants are: CC(OC(/N=N/C(OC(C)C)=O)=O)C.[Cl:15][C:16]1[CH:17]=[C:18]([CH:32]=[C:33]([O:36][CH:37]2[CH2:42][CH2:41][CH2:40][CH2:39][CH2:38]2)[C:34]=1[OH:35])[C:19]([NH:21][C:22]1[CH:31]=[CH:30][C:25]([C:26]([O:28][CH3:29])=[O:27])=[CH:24][CH:23]=1)=[O:20].[CH:43]1(O)[CH2:48][CH2:47][CH2:46][CH2:45][CH2:44]1.C1(P(C2C=CC=CC=2)C2C=CC=CC=2)C=CC=CC=1. (10) The reactants are: C(N(S(F)(F)[F:7])CC)C.[C:10]([O:13][CH2:14][CH2:15][CH2:16][CH:17](O)[CH2:18][CH2:19][CH2:20][O:21][C:22](=[O:24])[CH3:23])(=[O:12])[CH3:11]. Given the product [C:10]([O:13][CH2:14][CH2:15][CH2:16][CH:17]([F:7])[CH2:18][CH2:19][CH2:20][O:21][C:22](=[O:24])[CH3:23])(=[O:12])[CH3:11], predict the reactants needed to synthesize it.